From a dataset of Full USPTO retrosynthesis dataset with 1.9M reactions from patents (1976-2016). Predict the reactants needed to synthesize the given product. (1) Given the product [NH2:1][C:2]1[C:7]([CH2:8][C:9]2[CH:14]=[CH:13][CH:12]=[CH:11][CH:10]=2)=[N:6][C:5]([C:25]2[CH:30]=[CH:29][CH:28]=[CH:27][CH:26]=2)=[CH:4][N:3]=1, predict the reactants needed to synthesize it. The reactants are: [NH2:1][C:2]1[C:7]([CH2:8][C:9]2[CH:14]=[CH:13][CH:12]=[CH:11][CH:10]=2)=[N:6][C:5](Br)=[CH:4][N:3]=1.C(O)C.C(=O)([O-])[O-].[Na+].[Na+].[C:25]1(B(O)O)[CH:30]=[CH:29][CH:28]=[CH:27][CH:26]=1. (2) Given the product [Br:18][CH2:2][CH2:3][CH2:4][CH2:5][CH2:6][C:7]([CH3:16])([CH3:15])[CH2:8][CH2:9][C:10]([O:12][CH2:13][CH3:14])=[O:11], predict the reactants needed to synthesize it. The reactants are: O[CH2:2][CH2:3][CH2:4][CH2:5][CH2:6][C:7]([CH3:16])([CH3:15])[CH2:8][CH2:9][C:10]([O:12][CH2:13][CH3:14])=[O:11].C(Br)(Br)(Br)[Br:18].C1(P(C2C=CC=CC=2)C2C=CC=CC=2)C=CC=CC=1. (3) Given the product [Cl:18][C:14]1[CH:13]=[C:12]([NH:11][C:8]2[C:7]3[CH:19]=[CH:20][N:21]([CH3:22])[C:6]=3[C:5]([C:3]([OH:4])=[O:2])=[CH:10][N:9]=2)[CH:17]=[CH:16][CH:15]=1, predict the reactants needed to synthesize it. The reactants are: C[O:2][C:3]([C:5]1[C:6]2[N:21]([CH3:22])[CH:20]=[CH:19][C:7]=2[C:8]([NH:11][C:12]2[CH:17]=[CH:16][CH:15]=[C:14]([Cl:18])[CH:13]=2)=[N:9][CH:10]=1)=[O:4].[OH-].[Na+].